From a dataset of Full USPTO retrosynthesis dataset with 1.9M reactions from patents (1976-2016). Predict the reactants needed to synthesize the given product. (1) Given the product [C:1]([C:5]1[CH:10]=[CH:9][CH:8]=[CH:7][C:6]=1[N:11]1[CH2:12][CH2:13][N:14]([C:17](=[O:21])[C:18]([NH:29][CH:26]2[CH2:27][CH2:28][S:23][CH2:24][CH2:25]2)=[O:20])[CH2:15][CH2:16]1)([CH3:2])([CH3:4])[CH3:3], predict the reactants needed to synthesize it. The reactants are: [C:1]([C:5]1[CH:10]=[CH:9][CH:8]=[CH:7][C:6]=1[N:11]1[CH2:16][CH2:15][N:14]([C:17](=[O:21])[C:18]([OH:20])=O)[CH2:13][CH2:12]1)([CH3:4])([CH3:3])[CH3:2].Cl.[S:23]1[CH2:28][CH2:27][CH:26]([NH2:29])[CH2:25][CH2:24]1.C(N(CC)CC)C.CCN=C=NCCCN(C)C.C1C=CC2N(O)N=NC=2C=1.C([O-])(O)=O.[Na+]. (2) Given the product [N:24]([C:13]([C:12]1[CH:16]=[CH:17][C:9]([C:7]2[CH:6]=[CH:5][N:4]=[C:3]([CH3:2])[CH:8]=2)=[CH:10][CH:11]=1)=[O:14])=[N+:25]=[N-:26], predict the reactants needed to synthesize it. The reactants are: Cl.[CH3:2][C:3]1[CH:8]=[C:7]([C:9]2[CH:17]=[CH:16][C:12]([C:13](O)=[O:14])=[CH:11][CH:10]=2)[CH:6]=[CH:5][N:4]=1.ClC(OCC)=O.[N-:24]=[N+:25]=[N-:26].[Na+]. (3) Given the product [Cl:20][C:21]1[CH:22]=[C:23]([CH:26]=[CH:27][C:28]=1[O:29][CH3:30])[CH2:24][NH:25][C:2]1[C:11]2[CH2:10][N:9]([C:12](=[O:14])[CH3:13])[CH2:8][CH2:7][C:6]=2[N:5]=[C:4]2[CH:15]=[CH:16][CH:17]=[CH:18][C:3]=12, predict the reactants needed to synthesize it. The reactants are: Cl[C:2]1[C:11]2[CH2:10][N:9]([C:12](=[O:14])[CH3:13])[CH2:8][CH2:7][C:6]=2[N:5]=[C:4]2[CH:15]=[CH:16][CH:17]=[CH:18][C:3]=12.Cl.[Cl:20][C:21]1[CH:22]=[C:23]([CH:26]=[CH:27][C:28]=1[O:29][CH3:30])[CH2:24][NH2:25].[Na+].[I-].C(N(CC)CC)C. (4) Given the product [O:19]=[C:13]1[CH:12]([N:5]2[C:4](=[O:20])[C:3]3[C:7](=[CH:8][CH:9]=[CH:10][C:2]=3[NH:1][C:26](=[O:27])[C:25]3[CH:29]=[CH:30][C:22]([CH3:21])=[CH:23][CH:24]=3)[C:6]2=[O:11])[CH2:17][CH2:16][C:15](=[O:18])[NH:14]1, predict the reactants needed to synthesize it. The reactants are: [NH2:1][C:2]1[CH:10]=[CH:9][CH:8]=[C:7]2[C:3]=1[C:4](=[O:20])[N:5]([CH:12]1[CH2:17][CH2:16][C:15](=[O:18])[NH:14][C:13]1=[O:19])[C:6]2=[O:11].[CH3:21][C:22]1[CH:30]=[CH:29][C:25]([C:26](Cl)=[O:27])=[CH:24][CH:23]=1.CO. (5) Given the product [Br:18][C:19]1[CH:28]=[CH:27][C:22]2[N:23]=[C:24]([O:15][CH:12]3[CH2:11][CH2:10][N:9]([C:7]4[O:6][N:5]=[C:4]([CH:1]([CH3:3])[CH3:2])[N:8]=4)[CH2:14][CH2:13]3)[S:25][C:21]=2[CH:20]=1, predict the reactants needed to synthesize it. The reactants are: [CH:1]([C:4]1[N:8]=[C:7]([N:9]2[CH2:14][CH2:13][CH:12]([OH:15])[CH2:11][CH2:10]2)[O:6][N:5]=1)([CH3:3])[CH3:2].[H-].[Na+].[Br:18][C:19]1[CH:28]=[CH:27][C:22]2[N:23]=[C:24](Cl)[S:25][C:21]=2[CH:20]=1. (6) Given the product [CH3:1][O:2][C:3]1[CH:8]=[C:7]([CH2:9][CH2:10][CH2:11][CH2:12][CH2:13][CH2:14][CH2:15][CH2:16][CH3:17])[CH:6]=[C:5]([CH:19]=[O:20])[C:4]=1[OH:18], predict the reactants needed to synthesize it. The reactants are: [CH3:1][O:2][C:3]1[CH:8]=[C:7]([CH2:9][CH2:10][CH2:11][CH2:12][CH2:13][CH2:14][CH2:15][CH2:16][CH3:17])[CH:6]=[CH:5][C:4]=1[OH:18].[CH2:19]=[O:20]. (7) The reactants are: C([O:8][C:9]1[CH:36]=[CH:35][C:34]([C:37]2[CH:38]=[N:39][CH:40]=[N:41][CH:42]=2)=[CH:33][C:10]=1[C:11]([NH:13][C:14]1[CH:26]=[C:25]([C:27]2[CH:32]=[CH:31][CH:30]=[CH:29][CH:28]=2)[CH:24]=[CH:23][C:15]=1[C:16]([O:18][C:19]([CH3:22])([CH3:21])[CH3:20])=[O:17])=[O:12])C1C=CC=CC=1.O1CCOCC1. Given the product [OH:8][C:9]1[CH:36]=[CH:35][C:34]([C:37]2[CH:42]=[N:41][CH:40]=[N:39][CH:38]=2)=[CH:33][C:10]=1[C:11]([NH:13][C:14]1[CH:26]=[C:25]([C:27]2[CH:32]=[CH:31][CH:30]=[CH:29][CH:28]=2)[CH:24]=[CH:23][C:15]=1[C:16]([O:18][C:19]([CH3:22])([CH3:21])[CH3:20])=[O:17])=[O:12], predict the reactants needed to synthesize it.